From a dataset of Catalyst prediction with 721,799 reactions and 888 catalyst types from USPTO. Predict which catalyst facilitates the given reaction. (1) Reactant: [NH:1]1[C:9]2[C:4](=[CH:5][C:6]([O:10][C:11]3[C:20]4[C:15](=[CH:16][C:17]([O:23][CH2:24][C@H:25]5[CH2:27][O:26]5)=[C:18]([O:21][CH3:22])[CH:19]=4)[N:14]=[CH:13][N:12]=3)=[CH:7][CH:8]=2)[CH:3]=[CH:2]1.[CH:28]([NH:31][CH:32]([CH3:34])[CH3:33])([CH3:30])[CH3:29]. Product: [OH:26][C@H:25]([CH2:27][N:31]([CH:32]([CH3:34])[CH3:33])[CH:28]([CH3:30])[CH3:29])[CH2:24][O:23][C:17]1[CH:16]=[C:15]2[C:20]([C:11]([O:10][C:6]3[CH:5]=[C:4]4[C:9](=[CH:8][CH:7]=3)[NH:1][CH:2]=[CH:3]4)=[N:12][CH:13]=[N:14]2)=[CH:19][C:18]=1[O:21][CH3:22]. The catalyst class is: 3. (2) Reactant: [F:1][C:2]([F:41])([F:40])[C:3]1[CH:4]=[C:5]([C@H:13]2[O:17][C:16](=[O:18])[N:15]([CH2:19][C:20]3[CH:25]=[C:24](Br)[CH:23]=[CH:22][C:21]=3[C:27]3[CH:32]=[C:31]([CH:33]([CH3:35])[CH3:34])[C:30]([F:36])=[CH:29][C:28]=3[O:37][CH3:38])[C@H:14]2[CH3:39])[CH:6]=[C:7]([C:9]([F:12])([F:11])[F:10])[CH:8]=1.Cl[C:43]1[CH:48]=CC(C(C)C)=C[C:44]=1B(O)O.[OH-].[K+]. Product: [F:1][C:2]([F:41])([F:40])[C:3]1[CH:4]=[C:5]([C@H:13]2[O:17][C:16](=[O:18])[N:15]([CH2:19][C:20]3[CH:25]=[C:24]([C:43]([CH3:48])=[CH2:44])[CH:23]=[CH:22][C:21]=3[C:27]3[CH:32]=[C:31]([CH:33]([CH3:35])[CH3:34])[C:30]([F:36])=[CH:29][C:28]=3[O:37][CH3:38])[C@H:14]2[CH3:39])[CH:6]=[C:7]([C:9]([F:12])([F:11])[F:10])[CH:8]=1. The catalyst class is: 873. (3) Reactant: C[O:2][C:3](=[O:42])[C:4]1[CH:9]=[CH:8][C:7]([NH:10][C:11]([C@H:13]2[C@H:17]([C:18]3[CH:23]=[CH:22][CH:21]=[C:20]([Cl:24])[C:19]=3[F:25])[C@:16]([C:28]3[CH:33]=[CH:32][C:31]([Cl:34])=[CH:30][C:29]=3[F:35])([C:26]#[N:27])[C@H:15]([CH2:36][C:37]([CH3:40])([CH3:39])[CH3:38])[NH:14]2)=[O:12])=[CH:6][C:5]=1[CH3:41].[OH-].[Na+]. Product: [Cl:24][C:20]1[C:19]([F:25])=[C:18]([C@@H:17]2[C@:16]([C:28]3[CH:33]=[CH:32][C:31]([Cl:34])=[CH:30][C:29]=3[F:35])([C:26]#[N:27])[C@H:15]([CH2:36][C:37]([CH3:38])([CH3:39])[CH3:40])[NH:14][C@H:13]2[C:11]([NH:10][C:7]2[CH:8]=[CH:9][C:4]([C:3]([OH:42])=[O:2])=[C:5]([CH3:41])[CH:6]=2)=[O:12])[CH:23]=[CH:22][CH:21]=1. The catalyst class is: 5. (4) Reactant: CCCCCC.C([Li])CCC.Br[C:13]1[CH:22]=[C:21]([Br:23])[C:20]2[C:15](=[CH:16][CH:17]=[CH:18][CH:19]=2)[C:14]=1[O:24][CH3:25].CN(C)[CH:28]=[O:29].[Cl-].[NH4+]. The catalyst class is: 1. Product: [Br:23][C:21]1[C:20]2[C:15](=[CH:16][CH:17]=[CH:18][CH:19]=2)[C:14]([O:24][CH3:25])=[C:13]([CH:28]=[O:29])[CH:22]=1. (5) Reactant: C(O)(C(F)(F)F)=O.[Cl:8][C:9]1[CH:10]=[CH:11][C:12]([CH3:39])=[C:13]([C:15]2[C:16]([C:37]#[N:38])=[CH:17][N:18]([C:20]3[C:21]4[CH:28]=[CH:27][N:26](COCC[Si](C)(C)C)[C:22]=4[N:23]=[CH:24][N:25]=3)[CH:19]=2)[CH:14]=1. Product: [Cl:8][C:9]1[CH:10]=[CH:11][C:12]([CH3:39])=[C:13]([C:15]2[C:16]([C:37]#[N:38])=[CH:17][N:18]([C:20]3[C:21]4[CH:28]=[CH:27][NH:26][C:22]=4[N:23]=[CH:24][N:25]=3)[CH:19]=2)[CH:14]=1. The catalyst class is: 2.